Dataset: Full USPTO retrosynthesis dataset with 1.9M reactions from patents (1976-2016). Task: Predict the reactants needed to synthesize the given product. (1) Given the product [NH2:19][C:7]1[C:8]([O:17][CH3:18])=[C:9]([CH:11]([OH:16])[C:12]([F:14])([F:15])[F:13])[CH:10]=[C:5]([C:1]([CH3:4])([CH3:3])[CH3:2])[CH:6]=1, predict the reactants needed to synthesize it. The reactants are: [C:1]([C:5]1[CH:6]=[C:7]([N+:19]([O-])=O)[C:8]([O:17][CH3:18])=[C:9]([CH:11]([OH:16])[C:12]([F:15])([F:14])[F:13])[CH:10]=1)([CH3:4])([CH3:3])[CH3:2].[Cl-].[NH4+]. (2) The reactants are: [CH:1]([CH:3]=[CH2:4])=[O:2].[F:5][C:6]1[CH:11]=[CH:10][C:9]([C:12]2[C:20]3[C:15](=[CH:16][CH:17]=[CH:18][CH:19]=3)[N:14]([CH:21]([CH3:23])[CH3:22])[CH:13]=2)=[CH:8][CH:7]=1.P(Cl)(Cl)(Cl)=O.O. Given the product [F:5][C:6]1[CH:11]=[CH:10][C:9]([C:12]2[C:20]3[C:15](=[CH:16][CH:17]=[CH:18][CH:19]=3)[N:14]([CH:21]([CH3:23])[CH3:22])[C:13]=2[CH:4]=[CH:3][CH:1]=[O:2])=[CH:8][CH:7]=1, predict the reactants needed to synthesize it.